Dataset: Catalyst prediction with 721,799 reactions and 888 catalyst types from USPTO. Task: Predict which catalyst facilitates the given reaction. Reactant: [CH2:1]([O:8][C:9]1[CH:10]=[C:11]([C:23](=[O:35])[CH2:24][C:25]([C:27]2[CH:32]=[CH:31][C:30]([OH:33])=[CH:29][C:28]=2O)=[O:26])[CH:12]=[C:13]([O:15][CH2:16][C:17]2[CH:22]=[CH:21][CH:20]=[CH:19][CH:18]=2)[CH:14]=1)[C:2]1[CH:7]=[CH:6][CH:5]=[CH:4][CH:3]=1. Product: [CH2:16]([O:15][C:13]1[CH:12]=[C:11]([CH:10]=[C:9]([O:8][CH2:1][C:2]2[CH:7]=[CH:6][CH:5]=[CH:4][CH:3]=2)[CH:14]=1)[C:23]1[O:35][C:32]2[C:27]([C:25](=[O:26])[CH:24]=1)=[CH:28][CH:29]=[C:30]([OH:33])[CH:31]=2)[C:17]1[CH:22]=[CH:21][CH:20]=[CH:19][CH:18]=1. The catalyst class is: 41.